Dataset: Full USPTO retrosynthesis dataset with 1.9M reactions from patents (1976-2016). Task: Predict the reactants needed to synthesize the given product. (1) Given the product [Br:1][C:2]1[CH:11]=[C:10]2[C:5]([C:6]([NH:15][CH2:16][CH:17]([CH3:19])[CH3:18])=[C:7]([NH2:12])[CH:8]=[N:9]2)=[CH:4][CH:3]=1, predict the reactants needed to synthesize it. The reactants are: [Br:1][C:2]1[CH:11]=[C:10]2[C:5]([C:6]([NH:15][CH2:16][CH:17]([CH3:19])[CH3:18])=[C:7]([N+:12]([O-])=O)[CH:8]=[N:9]2)=[CH:4][CH:3]=1. (2) Given the product [I-:1].[C:20]([CH:6]1[CH2:11][CH2:10][N:9]([C:12]([O:14][C:15]([CH3:18])([CH3:17])[CH3:16])=[O:13])[CH2:8][CH:7]1[OH:19])(=[NH:25])[NH2:24], predict the reactants needed to synthesize it. The reactants are: [I-:1].N[S+]([CH:6]1[CH2:11][CH2:10][N:9]([C:12]([O:14][C:15]([CH3:18])([CH3:17])[CH3:16])=[O:13])[CH2:8][CH:7]1[OH:19])(=C)C.[C:20](=O)([O-])[O-].[NH4+:24].[NH4+:25].